This data is from Catalyst prediction with 721,799 reactions and 888 catalyst types from USPTO. The task is: Predict which catalyst facilitates the given reaction. (1) Product: [F:1][C:2]1[CH:3]=[C:4]2[C:10]([CH:11]=[O:12])=[CH:9][N:8]([C:13]([O:15][C:16]([CH3:19])([CH3:18])[CH3:17])=[O:14])[C:5]2=[N:6][CH:7]=1.[F:1][C:2]1[CH:3]=[C:4]2[C:10]([C:11](=[O:12])[CH:28]([NH:30][C:9]3[CH:10]=[CH:11][CH:26]=[C:24]([O:23][CH3:21])[CH:27]=3)[C:29]3[CH:5]=[CH:4][CH:3]=[CH:2][CH:7]=3)=[CH:9][NH:8][C:5]2=[N:6][CH:7]=1. The catalyst class is: 142. Reactant: [F:1][C:2]1[CH:3]=[C:4]2[C:10]([CH:11]=[O:12])=[CH:9][NH:8][C:5]2=[N:6][CH:7]=1.[C:13](O[C:21]([O:23][C:24]([CH3:27])([CH3:26])C)=O)([O:15][C:16]([CH3:19])([CH3:18])[CH3:17])=[O:14].[C:28](#[N:30])[CH3:29]. (2) Reactant: [Si:1]([O:8][C:9]1[CH:14]=[CH:13][C:12]([C@@H:15]([NH:17][CH2:18][C:19]([O:21][CH3:22])=[O:20])[CH3:16])=[CH:11][CH:10]=1)([C:4]([CH3:7])([CH3:6])[CH3:5])([CH3:3])[CH3:2].C([O-])(O)=O.[Na+].[C:28](Cl)(=[O:38])[O:29][C:30]1[CH:35]=[CH:34][C:33]([F:36])=[C:32]([CH3:37])[CH:31]=1. Product: [Si:1]([O:8][C:9]1[CH:10]=[CH:11][C:12]([C@@H:15]([N:17]([C:28]([O:29][C:30]2[CH:35]=[CH:34][C:33]([F:36])=[C:32]([CH3:37])[CH:31]=2)=[O:38])[CH2:18][C:19]([O:21][CH3:22])=[O:20])[CH3:16])=[CH:13][CH:14]=1)([C:4]([CH3:6])([CH3:7])[CH3:5])([CH3:3])[CH3:2]. The catalyst class is: 1. (3) Reactant: ClC1C=C(C=CC=1Cl)C[O:6][C:7](=[O:26])[CH:8]([C:10]1[CH:15]=[CH:14][C:13]([O:16][CH2:17][C:18]2[CH:23]=[CH:22][C:21]([Cl:24])=[C:20]([Cl:25])[CH:19]=2)=[CH:12][CH:11]=1)[OH:9].[OH-].[Li+].Cl.CCOC(C)=O. Product: [Cl:25][C:20]1[CH:19]=[C:18]([CH:23]=[CH:22][C:21]=1[Cl:24])[CH2:17][O:16][C:13]1[CH:14]=[CH:15][C:10]([CH:8]([OH:9])[C:7]([OH:26])=[O:6])=[CH:11][CH:12]=1. The catalyst class is: 36. (4) Reactant: [NH2:1][CH2:2][C@H:3]([N:5]1[CH:9]=[CH:8][C:7]([C:10]2[CH:17]=[C:16]([F:18])[C:13]([C:14]#[N:15])=[C:12]([F:19])[CH:11]=2)=[N:6]1)[CH3:4].[NH2:20][C:21]1[S:22][CH:23]=[C:24]([C:26](O)=[O:27])[N:25]=1.C1C=CC2N(O)N=NC=2C=1.CCN(C(C)C)C(C)C.CCN=C=NCCCN(C)C. Product: [NH2:20][C:21]1[S:22][CH:23]=[C:24]([C:26]([NH:1][CH2:2][C@H:3]([N:5]2[CH:9]=[CH:8][C:7]([C:10]3[CH:17]=[C:16]([F:18])[C:13]([C:14]#[N:15])=[C:12]([F:19])[CH:11]=3)=[N:6]2)[CH3:4])=[O:27])[N:25]=1. The catalyst class is: 2. (5) Product: [Br:6][C:7]1[CH:8]=[C:9]([O:14][CH2:21][CH2:22][CH2:23][O:24][CH3:25])[C:10](=[O:13])[NH:11][CH:12]=1. Reactant: CN(C)C=O.[Br:6][C:7]1[CH:8]=[C:9]([OH:14])[C:10](=[O:13])[NH:11][CH:12]=1.[OH-].[Na+].S(O[CH2:21][CH2:22][CH2:23][O:24][CH3:25])(O[CH2:21][CH2:22][CH2:23][O:24][CH3:25])(=O)=O. The catalyst class is: 6. (6) Reactant: [O:1]1[C:5]2[CH:6]=[CH:7][C:8]([C:10]3([CH2:18][S:19][C@@H:20]([C:45](=[O:58])N4[C@@H](C5C=CC=CC=5)COC4=O)[C@@H:21]([C:30]4[CH:44]=[CH:43][C:33]([O:34][CH2:35][C:36]([O:38][C:39]([CH3:42])([CH3:41])[CH3:40])=[O:37])=[CH:32][CH:31]=4)[NH:22][C:23]4[CH:28]=[CH:27][C:26]([F:29])=[CH:25][CH:24]=4)[O:15][CH2:14][C:13]([CH3:17])([CH3:16])[CH2:12][O:11]3)=[CH:9][C:4]=2[O:3][CH2:2]1.C/C(/O[Si](C)(C)C)=N\[Si](C)(C)C.O.O.O.[F-].C([N+](CCCC)(CCCC)CCCC)CCC. Product: [O:1]1[C:5]2[CH:6]=[CH:7][C:8]([C:10]3([CH2:18][S:19][C@H:20]4[C:45](=[O:58])[N:22]([C:23]5[CH:24]=[CH:25][C:26]([F:29])=[CH:27][CH:28]=5)[C@@H:21]4[C:30]4[CH:44]=[CH:43][C:33]([O:34][CH2:35][C:36]([O:38][C:39]([CH3:41])([CH3:42])[CH3:40])=[O:37])=[CH:32][CH:31]=4)[O:11][CH2:12][C:13]([CH3:17])([CH3:16])[CH2:14][O:15]3)=[CH:9][C:4]=2[O:3][CH2:2]1. The catalyst class is: 11.